Regression/Classification. Given a drug SMILES string, predict its absorption, distribution, metabolism, or excretion properties. Task type varies by dataset: regression for continuous measurements (e.g., permeability, clearance, half-life) or binary classification for categorical outcomes (e.g., BBB penetration, CYP inhibition). Dataset: cyp3a4_veith. From a dataset of CYP3A4 inhibition data for predicting drug metabolism from PubChem BioAssay. (1) The drug is C/C(=N/OC(=O)c1cccc(Cl)c1)c1nccs1. The result is 0 (non-inhibitor). (2) The compound is CSc1nc(C)c(CCOC(=O)c2cccc(C)c2)c(=O)[nH]1. The result is 0 (non-inhibitor).